From a dataset of Full USPTO retrosynthesis dataset with 1.9M reactions from patents (1976-2016). Predict the reactants needed to synthesize the given product. (1) The reactants are: [CH3:1][O:2][C:3]([C:5]1[CH:14]=[C:13]([F:15])[C:12]2[C:7](=[CH:8][CH:9]=[CH:10][CH:11]=2)[C:6]=1[O:16]COC)=[O:4].O.[O-2].[O-2].[O-2].O=[Si]=O.O=[Si]=O.O=[Si]=O.O=[Si]=O.[Al+3].[Al+3]. Given the product [F:15][C:13]1[C:12]2[C:7](=[CH:8][CH:9]=[CH:10][CH:11]=2)[C:6]([OH:16])=[C:5]([C:3]([O:2][CH3:1])=[O:4])[CH:14]=1, predict the reactants needed to synthesize it. (2) Given the product [F:7][C:8]1[C:16]([S:17]([CH3:1])(=[O:19])=[O:18])=[CH:15][CH:14]=[C:13]([F:20])[C:9]=1[C:10]([OH:12])=[O:11], predict the reactants needed to synthesize it. The reactants are: [C:1](=O)([O-])[O-].[Na+].[Na+].[F:7][C:8]1[C:16]([S:17]([OH:19])=[O:18])=[CH:15][CH:14]=[C:13]([F:20])[C:9]=1[C:10]([OH:12])=[O:11].CI.